Dataset: Forward reaction prediction with 1.9M reactions from USPTO patents (1976-2016). Task: Predict the product of the given reaction. (1) The product is: [NH2:1][C:4]1[NH:8][N:7]=[C:6]([C:9]([OH:11])=[O:10])[CH:5]=1. Given the reactants [N+:1]([C:4]1[NH:8][N:7]=[C:6]([C:9]([OH:11])=[O:10])[CH:5]=1)([O-])=O.[H][H], predict the reaction product. (2) Given the reactants Br[C:2]1[CH:3]=[C:4]([S:8]([NH:11][C:12]2[CH:21]=[CH:20][C:15]([C:16]([O:18]C)=[O:17])=[C:14]([OH:22])[CH:13]=2)(=[O:10])=[O:9])[CH:5]=[CH:6][CH:7]=1.[O:23]1[C:27]2[CH:28]=[CH:29][C:30](B(O)O)=[CH:31][C:26]=2[CH2:25][CH2:24]1.CCN(C(C)C)C(C)C.C(Cl)Cl, predict the reaction product. The product is: [O:23]1[C:27]2[CH:28]=[CH:29][C:30]([C:2]3[CH:3]=[C:4]([S:8]([NH:11][C:12]4[CH:21]=[CH:20][C:15]([C:16]([OH:18])=[O:17])=[C:14]([OH:22])[CH:13]=4)(=[O:10])=[O:9])[CH:5]=[CH:6][CH:7]=3)=[CH:31][C:26]=2[CH2:25][CH2:24]1. (3) Given the reactants N[C:2]1[CH:12]=[N:11][CH:10]=[CH:9][C:3]=1[C:4]([O:6][CH2:7][CH3:8])=[O:5].S(=O)(=O)(O)[OH:14].N([O-])=O.[Na+].C(=O)([O-])O.[Na+], predict the reaction product. The product is: [OH:14][C:2]1[CH:12]=[N:11][CH:10]=[CH:9][C:3]=1[C:4]([O:6][CH2:7][CH3:8])=[O:5]. (4) Given the reactants Br[C:2]1[CH:3]=[C:4]([F:11])[CH:5]=[C:6]2[C:10]=1[NH:9][CH:8]=[CH:7]2.[C:12]([O:16][CH3:17])(=[O:15])[CH:13]=[CH2:14].C1(C)C=CC=CC=1P(C1C=CC=CC=1C)C1C=CC=CC=1C, predict the reaction product. The product is: [CH3:17][O:16][C:12](=[O:15])/[CH:13]=[CH:14]/[C:2]1[CH:3]=[C:4]([F:11])[CH:5]=[C:6]2[C:10]=1[NH:9][CH:8]=[CH:7]2. (5) Given the reactants [OH-].[K+].[F:3][C:4]([F:16])([F:15])[O:5][C:6]1[CH:7]=[CH:8][CH:9]=[C:10]2[C:14]=1[NH:13][CH:12]=[CH:11]2.[CH3:17][O:18][CH2:19][CH2:20]Br, predict the reaction product. The product is: [CH3:17][O:18][CH2:19][CH2:20][N:13]1[C:14]2[C:10](=[CH:9][CH:8]=[CH:7][C:6]=2[O:5][C:4]([F:3])([F:15])[F:16])[CH:11]=[CH:12]1. (6) Given the reactants C([O:8][C:9]1[CH:14]=[CH:13][C:12]([CH2:15][CH2:16][CH:17]([CH2:22]/[CH:23]=[CH:24]/[C:25]2[CH:30]=[CH:29][CH:28]=[CH:27][CH:26]=2)[C:18]([O:20][CH3:21])=[O:19])=[CH:11][CH:10]=1)C1C=CC=CC=1, predict the reaction product. The product is: [OH:8][C:9]1[CH:10]=[CH:11][C:12]([CH2:15][CH2:16][CH:17]([CH2:22][CH2:23][CH2:24][C:25]2[CH:26]=[CH:27][CH:28]=[CH:29][CH:30]=2)[C:18]([O:20][CH3:21])=[O:19])=[CH:13][CH:14]=1. (7) Given the reactants [O:1]1[CH:5]=[CH:4][C:3]([C:6]2[CH:7]=[C:8]([NH2:15])[CH:9]=[C:10]([N+:12]([O-:14])=[O:13])[CH:11]=2)=[CH:2]1.C(N(CC)CC)C.[F:23][C:24]([F:37])([F:36])[S:25](O[S:25]([C:24]([F:37])([F:36])[F:23])(=[O:27])=[O:26])(=[O:27])=[O:26].[OH-].[Na+], predict the reaction product. The product is: [F:23][C:24]([F:37])([F:36])[S:25]([NH:15][C:8]1[CH:9]=[C:10]([N+:12]([O-:14])=[O:13])[CH:11]=[C:6]([C:3]2[CH:4]=[CH:5][O:1][CH:2]=2)[CH:7]=1)(=[O:27])=[O:26].